This data is from Peptide-MHC class I binding affinity with 185,985 pairs from IEDB/IMGT. The task is: Regression. Given a peptide amino acid sequence and an MHC pseudo amino acid sequence, predict their binding affinity value. This is MHC class I binding data. (1) The peptide sequence is KLKDVLLQV. The MHC is HLA-A02:02 with pseudo-sequence HLA-A02:02. The binding affinity (normalized) is 0.916. (2) The peptide sequence is GTHPFSRIR. The MHC is HLA-A03:01 with pseudo-sequence HLA-A03:01. The binding affinity (normalized) is 0.376. (3) The peptide sequence is FPGQQQPF. The MHC is HLA-B35:01 with pseudo-sequence HLA-B35:01. The binding affinity (normalized) is 0. (4) The peptide sequence is YMKAPSGAL. The MHC is HLA-B08:03 with pseudo-sequence HLA-B08:03. The binding affinity (normalized) is 0.521. (5) The peptide sequence is RISGVDRYY. The MHC is HLA-A03:01 with pseudo-sequence HLA-A03:01. The binding affinity (normalized) is 0.256.